This data is from Peptide-MHC class I binding affinity with 185,985 pairs from IEDB/IMGT. The task is: Regression. Given a peptide amino acid sequence and an MHC pseudo amino acid sequence, predict their binding affinity value. This is MHC class I binding data. (1) The peptide sequence is ILNAHKDGV. The MHC is HLA-A02:03 with pseudo-sequence HLA-A02:03. The binding affinity (normalized) is 0.464. (2) The peptide sequence is RAVHADMGY. The MHC is HLA-A30:02 with pseudo-sequence HLA-A30:02. The binding affinity (normalized) is 0.521. (3) The peptide sequence is EAVRHFPRI. The MHC is HLA-B57:01 with pseudo-sequence HLA-B57:01. The binding affinity (normalized) is 0. (4) The peptide sequence is VSDTTVLLH. The MHC is HLA-A80:01 with pseudo-sequence HLA-A80:01. The binding affinity (normalized) is 0.295. (5) The peptide sequence is RQHGFTPSK. The MHC is HLA-A01:01 with pseudo-sequence HLA-A01:01. The binding affinity (normalized) is 0.0847.